This data is from Catalyst prediction with 721,799 reactions and 888 catalyst types from USPTO. The task is: Predict which catalyst facilitates the given reaction. (1) Reactant: C[O-].[Na+].[NH2:4][C:5]1[N:10]=[CH:9][N:8]=[C:7]2[N:11]([CH:22]3[CH2:27][CH2:26][CH:25]([N:28]4[CH2:33][CH2:32][N:31]([CH3:34])[CH2:30][CH2:29]4)[CH2:24][CH2:23]3)[N:12]=[C:13]([C:14]3[CH:21]=[CH:20][C:17]([CH:18]=[O:19])=[CH:16][CH:15]=3)[C:6]=12.C1(C)C=CC(S([CH2:44][N+:45]#[C-:46])(=O)=O)=CC=1.O. Product: [CH3:34][N:31]1[CH2:30][CH2:29][N:28]([C@@H:25]2[CH2:26][CH2:27][C@H:22]([N:11]3[C:7]4=[N:8][CH:9]=[N:10][C:5]([NH2:4])=[C:6]4[C:13]([C:14]4[CH:21]=[CH:20][C:17]([C:18]5[O:19][CH:46]=[N:45][CH:44]=5)=[CH:16][CH:15]=4)=[N:12]3)[CH2:23][CH2:24]2)[CH2:33][CH2:32]1. The catalyst class is: 5. (2) Reactant: C([N-]C(C)C)(C)C.[Li+].[CH3:9][C:10]([CH3:27])([CH3:26])[CH2:11][C:12]1[O:13][C:14]2[CH:20]=[CH:19][C:18]([CH2:21][C:22]([O:24][CH3:25])=[O:23])=[CH:17][C:15]=2[N:16]=1.C1C=CC(S(N(S(C2C=CC=CC=2)(=O)=O)[F:38])(=O)=O)=CC=1. Product: [CH3:9][C:10]([CH3:27])([CH3:26])[CH2:11][C:12]1[O:13][C:14]2[CH:20]=[CH:19][C:18]([CH:21]([F:38])[C:22]([O:24][CH3:25])=[O:23])=[CH:17][C:15]=2[N:16]=1. The catalyst class is: 7. (3) Reactant: S(Cl)([Cl:3])=O.[C:5]([OH:24])(=O)[CH2:6][CH2:7][CH2:8][CH2:9][CH2:10][CH2:11][CH2:12]/[CH:13]=[CH:14]\[CH2:15]/[CH:16]=[CH:17]\[CH2:18][CH2:19][CH2:20][CH2:21][CH3:22]. Product: [C:5]([Cl:3])(=[O:24])[CH2:6][CH2:7][CH2:8][CH2:9][CH2:10][CH2:11][CH2:12]/[CH:13]=[CH:14]\[CH2:15]/[CH:16]=[CH:17]\[CH2:18][CH2:19][CH2:20][CH2:21][CH3:22]. The catalyst class is: 6. (4) Reactant: [C:1]1([CH2:17][O:18][C@@H:19]2[C@H:23]([OH:24])[C@@H:22]([CH2:25][OH:26])[O:21][C@H:20]2[N:27]2[CH:42]=[CH:41][C:31]([NH:32][C:33](=[O:40])[C:34]3[CH:39]=[CH:38][CH:37]=[CH:36][CH:35]=3)=[N:30][C:28]2=[O:29])[C:14]2[C:15]3=[C:16]4[C:11](=[CH:12][CH:13]=2)[CH:10]=[CH:9][CH:8]=[C:7]4[CH:6]=[CH:5][C:4]3=[CH:3][CH:2]=1.[C:43](Cl)([C:60]1[CH:65]=[CH:64][CH:63]=[CH:62][CH:61]=1)([C:52]1[CH:59]=[CH:58][C:55]([O:56][CH3:57])=[CH:54][CH:53]=1)[C:44]1[CH:51]=[CH:50][C:47]([O:48][CH3:49])=[CH:46][CH:45]=1. Product: [CH3:57][O:56][C:55]1[CH:54]=[CH:53][C:52]([C:43]([O:26][CH2:25][C@H:22]2[O:21][C@@H:20]([N:27]3[CH:42]=[CH:41][C:31]([NH:32][C:33](=[O:40])[C:34]4[CH:39]=[CH:38][CH:37]=[CH:36][CH:35]=4)=[N:30][C:28]3=[O:29])[C@H:19]([O:18][CH2:17][C:1]3[C:14]4[C:15]5=[C:16]6[C:11](=[CH:12][CH:13]=4)[CH:10]=[CH:9][CH:8]=[C:7]6[CH:6]=[CH:5][C:4]5=[CH:3][CH:2]=3)[C@@H:23]2[OH:24])([C:60]2[CH:61]=[CH:62][CH:63]=[CH:64][CH:65]=2)[C:44]2[CH:51]=[CH:50][C:47]([O:48][CH3:49])=[CH:46][CH:45]=2)=[CH:59][CH:58]=1. The catalyst class is: 377. (5) Reactant: CN(C(ON1N=N[C:11]2[CH:12]=[CH:13][CH:14]=[N:15][C:10]1=2)=[N+](C)C)C.F[P-](F)(F)(F)(F)F.[NH2:25][C:26]1[N:31]=[C:30]([N:32]2[CH2:38][CH2:37][CH2:36][CH2:35][CH2:34][CH2:33]2)[N:29]=[C:28]([NH:39][C@@H:40]2[CH2:45][CH2:44][C@H:43]([C:46](O)=[O:47])[CH2:42][CH2:41]2)[N:27]=1.CCN([CH:55]([CH3:57])C)C(C)C.[F:58][C:59]([F:69])([F:68])C1C=CC=CC=1CN.CN(C=[O:74])C. Product: [NH2:25][C:26]1[N:31]=[C:30]([N:32]2[CH2:38][CH2:37][CH2:36][CH2:35][CH2:34][CH2:33]2)[N:29]=[C:28]([NH:39][C@@H:40]2[CH2:45][CH2:44][C@H:43]([C:46]([NH:15][CH2:14][C:13]3[CH:12]=[CH:11][CH:10]=[CH:57][C:55]=3[O:74][C:59]([F:69])([F:68])[F:58])=[O:47])[CH2:42][CH2:41]2)[N:27]=1. The catalyst class is: 25. (6) Reactant: [CH2:1]([CH:5]1[CH2:10][CH2:9][N:8]([CH2:11][CH2:12][CH2:13][C:14]([C:16]2[CH:21]=[CH:20][CH:19]=[CH:18][C:17]=2[O:22]CC2C=CC=CC=2)=[O:15])[CH2:7][CH2:6]1)[CH2:2][CH2:3][CH3:4].Cl.[OH-].[Na+].C(Cl)Cl.CO. Product: [CH2:1]([CH:5]1[CH2:6][CH2:7][N:8]([CH2:11][CH2:12][CH2:13][C:14]([C:16]2[CH:21]=[CH:20][CH:19]=[CH:18][C:17]=2[OH:22])=[O:15])[CH2:9][CH2:10]1)[CH2:2][CH2:3][CH3:4]. The catalyst class is: 50.